Dataset: Full USPTO retrosynthesis dataset with 1.9M reactions from patents (1976-2016). Task: Predict the reactants needed to synthesize the given product. (1) Given the product [CH3:1][O:2][C:3](=[O:27])[CH2:4][C:5]1[CH:6]=[C:7]([C:13]2[CH:18]=[CH:17][C:16]([C:19]([F:21])([F:20])[F:22])=[CH:15][C:14]=2[CH2:23][N:24]([S:35]([C:32]2[CH:33]=[CH:34][C:29]([Cl:28])=[CH:30][CH:31]=2)(=[O:37])=[O:36])[CH2:25][CH3:26])[C:8]([O:11][CH3:12])=[CH:9][CH:10]=1, predict the reactants needed to synthesize it. The reactants are: [CH3:1][O:2][C:3](=[O:27])[CH2:4][C:5]1[CH:6]=[C:7]([C:13]2[CH:18]=[CH:17][C:16]([C:19]([F:22])([F:21])[F:20])=[CH:15][C:14]=2[CH2:23][NH:24][CH2:25][CH3:26])[C:8]([O:11][CH3:12])=[CH:9][CH:10]=1.[Cl:28][C:29]1[CH:34]=[CH:33][C:32]([S:35](Cl)(=[O:37])=[O:36])=[CH:31][CH:30]=1.C(N(CC)CC)C. (2) Given the product [S:12]1[C:16]2[CH:17]=[C:18]([N:21]3[CH2:25][CH2:24][N:23]([C:26]4[CH:27]=[N:28][CH:29]=[CH:30][C:31]=4[CH:32]=[O:33])[C:22]3=[O:37])[CH:19]=[CH:20][C:15]=2[N:14]=[CH:13]1, predict the reactants needed to synthesize it. The reactants are: CC1C=CC(S(O)(=O)=O)=CC=1.[S:12]1[C:16]2[CH:17]=[C:18]([N:21]3[CH2:25][CH2:24][N:23]([C:26]4[CH:27]=[N:28][CH:29]=[CH:30][C:31]=4[CH:32](OC)[O:33]C)[C:22]3=[O:37])[CH:19]=[CH:20][C:15]=2[N:14]=[CH:13]1.CO. (3) Given the product [O:1]=[C:2]1[NH:6][CH:5]=[C:4]([C:7]([NH:10][CH2:11][CH2:12][CH:13]2[CH2:14][CH2:15][N:16]([C:19]([O:21][C:22]([CH3:25])([CH3:24])[CH3:23])=[O:20])[CH2:17][CH2:18]2)=[O:9])[O:3]1, predict the reactants needed to synthesize it. The reactants are: [O:1]=[C:2]1[NH:6][CH:5]=[C:4]([C:7]([OH:9])=O)[O:3]1.[NH2:10][CH2:11][CH2:12][CH:13]1[CH2:18][CH2:17][N:16]([C:19]([O:21][C:22]([CH3:25])([CH3:24])[CH3:23])=[O:20])[CH2:15][CH2:14]1.